From a dataset of Reaction yield outcomes from USPTO patents with 853,638 reactions. Predict the reaction yield, written as a fraction of the theoretical maximum amount of product (1.0 means a 100% yield; for example, 0.34 means a 34% yield). (1) The reactants are Br[C:2]1[CH:3]=[CH:4][C:5]([C:13]([OH:15])=[O:14])=[N:6][C:7]=1[O:8][CH2:9][CH:10]1[CH2:12][CH2:11]1.[CH:16]1(B(O)O)[CH2:18][CH2:17]1.C1(P(C2CCCCC2)C2CCCCC2)CCCCC1.P([O-])([O-])([O-])=O.[K+].[K+].[K+]. The catalyst is C1(C)C=CC=CC=1.O.C([O-])(=O)C.C([O-])(=O)C.[Pd+2]. The product is [CH:16]1([C:2]2[CH:3]=[CH:4][C:5]([C:13]([OH:15])=[O:14])=[N:6][C:7]=2[O:8][CH2:9][CH:10]2[CH2:12][CH2:11]2)[CH2:18][CH2:17]1. The yield is 0.750. (2) The reactants are [CH2:1]([N:8]1[CH2:14][C:13]([NH:16]C(OC(C)(C)C)=O)([CH3:15])[C:10]2([CH2:12][CH2:11]2)[C:9]1=[O:24])[C:2]1[CH:7]=[CH:6][CH:5]=[CH:4][CH:3]=1.Cl.O. The catalyst is C1(C)C=CC=CC=1. The product is [NH2:16][C:13]1([CH3:15])[C:10]2([CH2:12][CH2:11]2)[C:9](=[O:24])[N:8]([CH2:1][C:2]2[CH:7]=[CH:6][CH:5]=[CH:4][CH:3]=2)[CH2:14]1. The yield is 0.902. (3) The reactants are [CH:1]1([N:6]2[C:14]([NH:15][C:16]3[C:21]([F:22])=[CH:20][C:19]([F:23])=[CH:18][C:17]=3[F:24])=[N:13][C:12]3[C:7]2=[N:8][C:9]([NH:25][C:26]2[CH:27]=[N:28][C:29]([O:32]C)=[CH:30][CH:31]=2)=[N:10][CH:11]=3)[CH2:5][CH2:4][CH2:3][CH2:2]1. The catalyst is Br.C(O)(=O)C. The product is [CH:1]1([N:6]2[C:14]([NH:15][C:16]3[C:21]([F:22])=[CH:20][C:19]([F:23])=[CH:18][C:17]=3[F:24])=[N:13][C:12]3[C:7]2=[N:8][C:9]([NH:25][C:26]2[CH:31]=[CH:30][C:29]([OH:32])=[N:28][CH:27]=2)=[N:10][CH:11]=3)[CH2:2][CH2:3][CH2:4][CH2:5]1. The yield is 0.340. (4) The reactants are [CH:1]([N:4]1[C:8]([C:9]2[CH2:14][N:13]([C:15]([O:17][C:18]([CH3:21])([CH3:20])[CH3:19])=[O:16])[CH2:12][CH2:11][C:10]=2[C:22](OCC)=[O:23])=[CH:7][CH:6]=[N:5]1)([CH3:3])[CH3:2].[H-].[H-].[H-].[H-].[Li+].[Al+3]. The catalyst is C1COCC1. The product is [OH:23][CH2:22][C:10]1[CH2:11][CH2:12][N:13]([C:15]([O:17][C:18]([CH3:20])([CH3:19])[CH3:21])=[O:16])[CH2:14][C:9]=1[C:8]1[N:4]([CH:1]([CH3:3])[CH3:2])[N:5]=[CH:6][CH:7]=1. The yield is 0.910.